Dataset: Reaction yield outcomes from USPTO patents with 853,638 reactions. Task: Predict the reaction yield, written as a fraction of the theoretical maximum amount of product (1.0 means a 100% yield; for example, 0.34 means a 34% yield). (1) The reactants are [Si]([O:8][CH2:9][C:10]([NH:13][C:14]([C:16]1[C:20]2=[N:21][C:22]([C:25]3[C:33]4[C:28](=[CH:29][C:30]([CH3:34])=[CH:31][CH:32]=4)[N:27]([CH2:35][C:36]([N:38]4[CH2:43][CH2:42][O:41][CH2:40][CH2:39]4)=[O:37])[N:26]=3)=[CH:23][N:24]=[C:19]2[N:18](C(C2C=CC=CC=2)(C2C=CC=CC=2)C2C=CC=CC=2)[CH:17]=1)=[O:15])([CH3:12])[CH3:11])(C(C)(C)C)(C)C.[ClH:63]. The catalyst is O1CCOCC1. The product is [ClH:63].[OH:8][CH2:9][C:10]([NH:13][C:14]([C:16]1[C:20]2=[N:21][C:22]([C:25]3[C:33]4[C:28](=[CH:29][C:30]([CH3:34])=[CH:31][CH:32]=4)[N:27]([CH2:35][C:36]([N:38]4[CH2:43][CH2:42][O:41][CH2:40][CH2:39]4)=[O:37])[N:26]=3)=[CH:23][N:24]=[C:19]2[NH:18][CH:17]=1)=[O:15])([CH3:11])[CH3:12]. The yield is 0.710. (2) The reactants are [CH:1]1([C:4]2[NH:8][N:7]=[C:6]([NH2:9])[CH:5]=2)[CH2:3][CH2:2]1.[Cl:10][C:11]1[N:18]=[C:17](Cl)[C:16]([F:20])=[CH:15][C:12]=1[C:13]#[N:14].C(N(CC)CC)C. The catalyst is CC#N. The product is [Cl:10][C:11]1[N:18]=[C:17]([NH:9][C:6]2[CH:5]=[C:4]([CH:1]3[CH2:3][CH2:2]3)[NH:8][N:7]=2)[C:16]([F:20])=[CH:15][C:12]=1[C:13]#[N:14]. The yield is 0.730. (3) The reactants are Cl[C:2](=[N:10][N:11]=[C:12](Cl)[C:13]1[CH:18]=[CH:17][CH:16]=[CH:15][CH:14]=1)[C:3]1[CH:8]=[CH:7][CH:6]=[CH:5][C:4]=1[CH3:9].[CH3:20][C:21]1[CH:27]=[CH:26][CH:25]=[C:24]([CH3:28])[C:22]=1[NH2:23].CN(C)C1C=CC=CC=1.Cl. The catalyst is ClCCl. The product is [CH3:9][C:4]1[CH:5]=[CH:6][CH:7]=[CH:8][C:3]=1[C:2]1[N:23]([C:22]2[C:24]([CH3:28])=[CH:25][CH:26]=[CH:27][C:21]=2[CH3:20])[C:12]([C:13]2[CH:18]=[CH:17][CH:16]=[CH:15][CH:14]=2)=[N:11][N:10]=1. The yield is 0.310. (4) The reactants are C[C:2]1[C:11]2[C:6](=[CH:7][CH:8]=[CH:9][CH:10]=2)[CH:5]=[CH:4][CH:3]=1.[N+:12]([O-])(O)=O.[OH2:16]. No catalyst specified. The product is [NH2:12][C:2]1[CH:3]=[CH:4][CH:5]=[C:6]2[C:11]=1[CH:10]=[C:9]([OH:16])[CH:8]=[CH:7]2. The yield is 0.430.